Dataset: Forward reaction prediction with 1.9M reactions from USPTO patents (1976-2016). Task: Predict the product of the given reaction. Given the reactants [Si:1]([O:8][C@@H:9]1[C@@H:14]([CH:15]2[CH2:17][CH2:16]2)[CH2:13][NH:12][CH2:11][C@H:10]1[NH:18][C:19](=[O:25])[O:20][C:21]([CH3:24])([CH3:23])[CH3:22])([C:4]([CH3:7])([CH3:6])[CH3:5])([CH3:3])[CH3:2].Cl[C:27]1[CH:32]=[CH:31][N:30]=[CH:29][C:28]=1[N+:33]([O-:35])=[O:34], predict the reaction product. The product is: [Si:1]([O:8][C@@H:9]1[C@@H:14]([CH:15]2[CH2:17][CH2:16]2)[CH2:13][N:12]([C:27]2[CH:32]=[CH:31][N:30]=[CH:29][C:28]=2[N+:33]([O-:35])=[O:34])[CH2:11][C@H:10]1[NH:18][C:19](=[O:25])[O:20][C:21]([CH3:24])([CH3:23])[CH3:22])([C:4]([CH3:7])([CH3:6])[CH3:5])([CH3:3])[CH3:2].